From a dataset of Full USPTO retrosynthesis dataset with 1.9M reactions from patents (1976-2016). Predict the reactants needed to synthesize the given product. (1) The reactants are: [I:1]I.[B-](F)(F)(F)F.[B-](F)(F)(F)F.C1[N+]2(CCl)CC[N+](F)(CC2)C1.[F:24][C:25]([F:45])([F:44])[C:26]1[CH:27]=[C:28]2[C:33](=[CH:34][CH:35]=1)[N:32]1[CH:36]=[CH:37][N:38]=[C:31]1[C:30]([NH:39][CH2:40][CH2:41][CH2:42][OH:43])=[N:29]2. Given the product [I:1][C:36]1[N:32]2[C:33]3[C:28]([N:29]=[C:30]([NH:39][CH2:40][CH2:41][CH2:42][OH:43])[C:31]2=[N:38][CH:37]=1)=[CH:27][C:26]([C:25]([F:44])([F:24])[F:45])=[CH:35][CH:34]=3, predict the reactants needed to synthesize it. (2) Given the product [NH2:1][C:2]1[CH:3]=[N:4][CH:5]=[CH:6][C:7]=1[CH:8]1[CH2:9][CH:10]([N:16]2[C:17](=[O:26])[C:18]3[C:23](=[CH:22][CH:21]=[CH:20][CH:19]=3)[C:24]2=[O:25])[CH2:11][C:12]([CH3:15])([CH3:14])[CH2:13]1, predict the reactants needed to synthesize it. The reactants are: [NH2:1][C:2]1[CH:3]=[N:4][CH:5]=[CH:6][C:7]=1[C:8]1[CH2:13][C:12]([CH3:15])([CH3:14])[CH2:11][CH:10]([N:16]2[C:24](=[O:25])[C:23]3[C:18](=[CH:19][CH:20]=[CH:21][CH:22]=3)[C:17]2=[O:26])[CH:9]=1.[H][H]. (3) Given the product [Cl:25][C:6]1[CH:5]=[CH:4][C:3]([CH2:2][NH:1][C:33](=[O:32])[C:34]([CH3:39])([CH3:38])[CH2:35][OH:36])=[CH:8][C:7]=1[C:9]1[NH:13][C:12](=[O:14])[N:11]([C:15]2[CH:16]=[CH:17][C:18]([C:21]([F:24])([F:23])[F:22])=[CH:19][CH:20]=2)[N:10]=1, predict the reactants needed to synthesize it. The reactants are: [NH2:1][CH2:2][C:3]1[CH:4]=[CH:5][C:6]([Cl:25])=[C:7]([C:9]2[NH:13][C:12](=[O:14])[N:11]([C:15]3[CH:20]=[CH:19][C:18]([C:21]([F:24])([F:23])[F:22])=[CH:17][CH:16]=3)[N:10]=2)[CH:8]=1.C1COCC1.C[O:32][CH2:33][C:34]([CH3:39])([CH3:38])[C:35](O)=[O:36].CN(C(ON1N=NC2C=CC=CC1=2)=[N+](C)C)C.[B-](F)(F)(F)F. (4) Given the product [O:1]1[C:6]2[CH:7]=[CH:8][CH:9]=[CH:10][C:5]=2[NH:4][CH2:3][CH2:2]1, predict the reactants needed to synthesize it. The reactants are: [O:1]1[C:6]2[CH:7]=[CH:8][CH:9]=[CH:10][C:5]=2[NH:4][C:3](=O)[CH2:2]1.[H-].COCCO[Al+]OCCOC.[Na+].[H-].C([O-])(=O)C(C(C([O-])=O)O)O.[K+].[Na+]. (5) Given the product [Si:9]([O:4][CH2:3][CH2:2][NH2:1])([C:5]([CH3:8])([CH3:7])[CH3:6])([CH3:11])[CH3:10], predict the reactants needed to synthesize it. The reactants are: [NH2:1][CH2:2][CH2:3][OH:4].[C:5]([Si:9](Cl)([CH3:11])[CH3:10])([CH3:8])([CH3:7])[CH3:6].C(N(CC)CC)C. (6) The reactants are: [Br:1][C:2]1[CH:3]=[C:4]([NH:13][CH:14]([CH2:16][CH3:17])[CH3:15])[C:5]([CH3:12])=[C:6]([CH:11]=1)[C:7]([O:9][CH3:10])=[O:8].C=O.[C:20]([BH3-])#N.[Na+]. Given the product [Br:1][C:2]1[CH:3]=[C:4]([N:13]([CH:14]([CH2:16][CH3:17])[CH3:15])[CH3:20])[C:5]([CH3:12])=[C:6]([CH:11]=1)[C:7]([O:9][CH3:10])=[O:8], predict the reactants needed to synthesize it. (7) Given the product [C:24]([C:21]1[CH:22]=[CH:23][C:18]([O:17][CH2:16][C:15]2[CH:14]=[C:13]([NH:12][C:6](=[O:7])[C:5]3[CH:9]=[CH:10][CH:11]=[C:3]([C:1]#[N:2])[CH:4]=3)[CH:33]=[CH:32][CH:31]=2)=[C:19]([CH2:28][CH2:29][CH3:30])[C:20]=1[OH:27])(=[O:26])[CH3:25], predict the reactants needed to synthesize it. The reactants are: [C:1]([C:3]1[CH:4]=[C:5]([CH:9]=[CH:10][CH:11]=1)[C:6](Cl)=[O:7])#[N:2].[NH2:12][C:13]1[CH:14]=[C:15]([CH:31]=[CH:32][CH:33]=1)[CH2:16][O:17][C:18]1[CH:23]=[CH:22][C:21]([C:24](=[O:26])[CH3:25])=[C:20]([OH:27])[C:19]=1[CH2:28][CH2:29][CH3:30].C(N(CC)CC)C. (8) Given the product [CH2:30]([O:29][C:26]1[CH:27]=[C:18]2[C:24]([CH:25]=[CH:20][NH:19]2)=[CH:23][CH:22]=1)[C:31]1[CH:3]=[CH:2][CH:1]=[CH:6][CH:5]=1, predict the reactants needed to synthesize it. The reactants are: [CH:1]1[CH:2]=[CH:3]C2N(O)N=N[C:5]=2[CH:6]=1.C1CCC(N=[C:18]=[N:19][CH:20]2[CH2:25][CH2:24][CH2:23][CH2:22]C2)CC1.[C:26]([O:29][CH2:30][CH3:31])(=O)[CH3:27].CCCCCC.